Dataset: Catalyst prediction with 721,799 reactions and 888 catalyst types from USPTO. Task: Predict which catalyst facilitates the given reaction. (1) Reactant: [NH2:1][C:2]1[C:3]2[S:10][C:9]3[N:11]=[C:12]([N:18]4[CH2:23][CH2:22][C:21](=O)[CH2:20][CH2:19]4)[CH:13]=[C:14]([CH2:15][CH2:16][CH3:17])[C:8]=3[C:4]=2[N:5]=[CH:6][N:7]=1.[NH2:25][CH2:26][C@H:27]([C:29]1[CH:34]=[CH:33][CH:32]=[CH:31][CH:30]=1)[OH:28].C([BH3-])#N. Product: [NH2:1][C:2]1[C:3]2[S:10][C:9]3[N:11]=[C:12]([N:18]4[CH2:19][CH2:20][CH:21]([NH:25][CH2:26][C@H:27]([C:29]5[CH:34]=[CH:33][CH:32]=[CH:31][CH:30]=5)[OH:28])[CH2:22][CH2:23]4)[CH:13]=[C:14]([CH2:15][CH2:16][CH3:17])[C:8]=3[C:4]=2[N:5]=[CH:6][N:7]=1. The catalyst class is: 640. (2) Reactant: [C:1]([OH:8])(=[O:7])/[CH:2]=[CH:3]\[C:4]([OH:6])=[O:5].[F:9][C:10]1[CH:15]=[CH:14][C:13]([CH2:16][C:17]2[C:26]3[C:21](=[CH:22][CH:23]=[CH:24][CH:25]=3)[C:20](=[O:27])[NH:19][N:18]=2)=[CH:12][C:11]=1[N:28]1[C:32](=[O:33])[CH:31]([CH3:34])[N:30]([CH2:35][CH2:36][N:37]2[CH2:41][CH2:40][CH2:39][CH2:38]2)[C:29]1=[O:42]. Product: [C:1]([OH:8])(=[O:7])/[CH:2]=[CH:3]\[C:4]([OH:6])=[O:5].[F:9][C:10]1[CH:15]=[CH:14][C:13]([CH2:16][C:17]2[C:26]3[C:21](=[CH:22][CH:23]=[CH:24][CH:25]=3)[C:20](=[O:27])[NH:19][N:18]=2)=[CH:12][C:11]=1[N:28]1[C:32](=[O:33])[CH:31]([CH3:34])[N:30]([CH2:35][CH2:36][N:37]2[CH2:38][CH2:39][CH2:40][CH2:41]2)[C:29]1=[O:42]. The catalyst class is: 5. (3) Reactant: [CH2:1]([S:3][C:4]1[N:9]=[CH:8][N:7]=[C:6]([N:10]2[C:14](=[O:15])[C:13]([N:16]3[CH:20]=[CH:19][N:18]=[N:17]3)=[CH:12][NH:11]2)[CH:5]=1)[CH3:2].[ClH:21]. Product: [ClH:21].[CH2:1]([S:3][C:4]1[N:9]=[CH:8][N:7]=[C:6]([N:10]2[C:14](=[O:15])[C:13]([N:16]3[CH:20]=[CH:19][N:18]=[N:17]3)=[CH:12][NH:11]2)[CH:5]=1)[CH3:2]. The catalyst class is: 12. (4) Reactant: [NH2:1][C:2]1[CH:3]=[C:4]2[C:8](=[CH:9][CH:10]=1)[N:7]([C:11]([O:13][C:14]([CH3:17])([CH3:16])[CH3:15])=[O:12])[N:6]=[C:5]2[CH3:18].O1CCCC1.[CH3:24][S:25]([C:28]1[CH:33]=[CH:32][CH:31]=[CH:30][C:29]=1[S:34](Cl)(=[O:36])=[O:35])(=[O:27])=[O:26]. Product: [C:14]([O:13][C:11]([N:7]1[C:8]2[C:4](=[CH:3][C:2]([NH:1][S:34]([C:29]3[CH:30]=[CH:31][CH:32]=[CH:33][C:28]=3[S:25]([CH3:24])(=[O:27])=[O:26])(=[O:36])=[O:35])=[CH:10][CH:9]=2)[C:5]([CH3:18])=[N:6]1)=[O:12])([CH3:15])([CH3:17])[CH3:16]. The catalyst class is: 66. (5) Reactant: [NH2:1][NH2:2].[F:3][C:4]1[CH:9]=[CH:8][C:7]([CH2:10][C:11](=O)[CH2:12][C:13](=O)[C:14]([O:16][CH2:17][CH3:18])=[O:15])=[CH:6][CH:5]=1. Product: [F:3][C:4]1[CH:9]=[CH:8][C:7]([CH2:10][C:11]2[NH:2][N:1]=[C:13]([C:14]([O:16][CH2:17][CH3:18])=[O:15])[CH:12]=2)=[CH:6][CH:5]=1. The catalyst class is: 8.